Dataset: Acute oral toxicity (LD50) regression data from Zhu et al.. Task: Regression/Classification. Given a drug SMILES string, predict its toxicity properties. Task type varies by dataset: regression for continuous values (e.g., LD50, hERG inhibition percentage) or binary classification for toxic/non-toxic outcomes (e.g., AMES mutagenicity, cardiotoxicity, hepatotoxicity). Dataset: ld50_zhu. The drug is CCC(CC(C)CC)=NO. The rat oral LD50 is 1.58, given as -log10 of the dose in mol/kg body weight (higher means more acutely toxic).